Dataset: Forward reaction prediction with 1.9M reactions from USPTO patents (1976-2016). Task: Predict the product of the given reaction. (1) Given the reactants [CH3:1][Mg]Br.[NH2:4][C:5]1[N:10]=[CH:9][C:8]([C:11]2[C:12]([CH:29]=[O:30])=[N:13][N:14]([CH:16]3[CH2:21][CH2:20][N:19]([C:22]([O:24][C:25]([CH3:28])([CH3:27])[CH3:26])=[O:23])[CH2:18][CH2:17]3)[CH:15]=2)=[CH:7][C:6]=1[C:31]1[O:32][C:33]2[CH:39]=[CH:38][CH:37]=[CH:36][C:34]=2[N:35]=1, predict the reaction product. The product is: [NH2:4][C:5]1[N:10]=[CH:9][C:8]([C:11]2[C:12]([CH:29]([OH:30])[CH3:1])=[N:13][N:14]([CH:16]3[CH2:17][CH2:18][N:19]([C:22]([O:24][C:25]([CH3:28])([CH3:26])[CH3:27])=[O:23])[CH2:20][CH2:21]3)[CH:15]=2)=[CH:7][C:6]=1[C:31]1[O:32][C:33]2[CH:39]=[CH:38][CH:37]=[CH:36][C:34]=2[N:35]=1. (2) Given the reactants [Li+].[BH4-].CO.C[O:6][C:7]([C:9]1([CH2:13][CH2:14][CH3:15])[CH2:12][CH2:11][CH2:10]1)=O.[OH-].[Na+], predict the reaction product. The product is: [CH2:13]([C:9]1([CH2:7][OH:6])[CH2:12][CH2:11][CH2:10]1)[CH2:14][CH3:15]. (3) Given the reactants [CH2:1]([NH:8][C@H:9]1[CH2:14][CH2:13][C@H:12]([C:15]([O:24][Si](CC)(CC)CC)([C:20]([F:23])([F:22])[F:21])[C:16]([F:19])([F:18])[F:17])[CH2:11][CH2:10]1)[C:2]1[CH:7]=[CH:6][CH:5]=[CH:4][CH:3]=1.N1C=CC=CC=1.[F:38][C:39]([F:50])([F:49])[C:40](O[C:40](=[O:41])[C:39]([F:50])([F:49])[F:38])=[O:41].CCCC[N+](CCCC)(CCCC)CCCC.[F-], predict the reaction product. The product is: [CH2:1]([N:8]([C@H:9]1[CH2:10][CH2:11][C@H:12]([C:15]([OH:24])([C:16]([F:17])([F:19])[F:18])[C:20]([F:21])([F:22])[F:23])[CH2:13][CH2:14]1)[C:40](=[O:41])[C:39]([F:50])([F:49])[F:38])[C:2]1[CH:7]=[CH:6][CH:5]=[CH:4][CH:3]=1. (4) The product is: [F:1][C:2]([F:7])([F:6])[C:3]([OH:5])=[O:4].[F:8][C:9]([F:14])([F:13])[C:10]([OH:12])=[O:11].[F:15][C:16]([F:21])([F:20])[C:17]([OH:19])=[O:18].[CH3:22][C:23]1[CH:32]=[C:31]([CH2:33][O:34][C:35]2[CH:36]=[CH:37][C:38]([C:41]3([N:50]4[CH2:55][CH2:54][N:53]([CH2:61][CH2:56][CH2:57][C:58]([OH:60])=[O:59])[CH2:52][CH2:51]4)[C:46](=[O:47])[NH:45][C:44](=[O:48])[NH:43][C:42]3=[O:49])=[CH:39][CH:40]=2)[C:30]2[C:25](=[CH:26][CH:27]=[CH:28][CH:29]=2)[N:24]=1. Given the reactants [F:1][C:2]([F:7])([F:6])[C:3]([OH:5])=[O:4].[F:8][C:9]([F:14])([F:13])[C:10]([OH:12])=[O:11].[F:15][C:16]([F:21])([F:20])[C:17]([OH:19])=[O:18].[CH3:22][C:23]1[CH:32]=[C:31]([CH2:33][O:34][C:35]2[CH:40]=[CH:39][C:38]([C:41]3([N:50]4[CH2:55][CH2:54][NH:53][CH2:52][CH2:51]4)[C:46](=[O:47])[NH:45][C:44](=[O:48])[NH:43][C:42]3=[O:49])=[CH:37][CH:36]=2)[C:30]2[C:25](=[CH:26][CH:27]=[CH:28][CH:29]=2)[N:24]=1.[CH2:56]([CH:61]=O)[CH2:57][C:58]([OH:60])=[O:59], predict the reaction product. (5) Given the reactants [CH3:1][O:2][C:3](=[O:19])[C:4]1[CH:9]=[CH:8][C:7]([CH2:10][NH:11][C@H:12]2[CH2:17][CH2:16][C@H:15]([OH:18])[CH2:14][CH2:13]2)=[CH:6][CH:5]=1.[C:20]([O:24][C:25](O[C:25]([O:24][C:20]([CH3:23])([CH3:22])[CH3:21])=[O:26])=[O:26])([CH3:23])([CH3:22])[CH3:21], predict the reaction product. The product is: [CH3:1][O:2][C:3](=[O:19])[C:4]1[CH:5]=[CH:6][C:7]([CH2:10][N:11]([C:25]([O:24][C:20]([CH3:23])([CH3:22])[CH3:21])=[O:26])[C@H:12]2[CH2:17][CH2:16][C@H:15]([OH:18])[CH2:14][CH2:13]2)=[CH:8][CH:9]=1.